Predict the reactants needed to synthesize the given product. From a dataset of Full USPTO retrosynthesis dataset with 1.9M reactions from patents (1976-2016). (1) Given the product [Cl:8][C:4]1[CH:5]=[N:6][CH:7]=[C:2]([O:9][C:10]2[C:19]3[C:14](=[CH:15][CH:16]=[CH:17][CH:18]=3)[N:13]=[CH:12][CH:11]=2)[N:3]=1, predict the reactants needed to synthesize it. The reactants are: Cl[C:2]1[CH:7]=[N:6][CH:5]=[C:4]([Cl:8])[N:3]=1.[OH:9][C:10]1[C:19]2[C:14](=[CH:15][CH:16]=[CH:17][CH:18]=2)[N:13]=[CH:12][CH:11]=1. (2) The reactants are: [OH:1][CH:2]1[CH2:6][N:5]([C:7]([O:9][CH2:10][C:11]2[CH:16]=[CH:15][CH:14]=[CH:13][CH:12]=2)=[O:8])[CH2:4][C:3]1([CH3:18])[CH3:17].C[N+]1([O-])CCOCC1. Given the product [CH3:17][C:3]1([CH3:18])[C:2](=[O:1])[CH2:6][N:5]([C:7]([O:9][CH2:10][C:11]2[CH:16]=[CH:15][CH:14]=[CH:13][CH:12]=2)=[O:8])[CH2:4]1, predict the reactants needed to synthesize it.